The task is: Regression. Given a peptide amino acid sequence and an MHC pseudo amino acid sequence, predict their binding affinity value. This is MHC class I binding data.. This data is from Peptide-MHC class I binding affinity with 185,985 pairs from IEDB/IMGT. (1) The peptide sequence is RPCFWVELI. The MHC is HLA-B51:01 with pseudo-sequence HLA-B51:01. The binding affinity (normalized) is 0.278. (2) The peptide sequence is EVRKAIEFV. The MHC is HLA-B44:02 with pseudo-sequence HLA-B44:02. The binding affinity (normalized) is 0.213. (3) The peptide sequence is DTVWEVQGY. The MHC is HLA-A23:01 with pseudo-sequence HLA-A23:01. The binding affinity (normalized) is 0.